Dataset: Forward reaction prediction with 1.9M reactions from USPTO patents (1976-2016). Task: Predict the product of the given reaction. Given the reactants [CH3:1][N:2]1[C:10]2[C:5](=[CH:6][CH:7]=[CH:8][CH:9]=2)[CH:4]=[C:3]1[CH:11]=O.[CH3:13][O:14][C:15]1[CH:20]=[CH:19][CH:18]=[CH:17][C:16]=1[N:21]1[CH2:26][CH2:25][NH:24][CH2:23][CH2:22]1, predict the reaction product. The product is: [CH3:13][O:14][C:15]1[CH:20]=[CH:19][CH:18]=[CH:17][C:16]=1[N:21]1[CH2:26][CH2:25][N:24]([CH2:11][C:3]2[N:2]([CH3:1])[C:10]3[C:5]([CH:4]=2)=[CH:6][CH:7]=[CH:8][CH:9]=3)[CH2:23][CH2:22]1.